From a dataset of Full USPTO retrosynthesis dataset with 1.9M reactions from patents (1976-2016). Predict the reactants needed to synthesize the given product. (1) Given the product [Br:1][C:2]1[C:3]([C@@H:19]([NH:29][S@:30]([C:32]([CH3:35])([CH3:34])[CH3:33])=[O:31])[CH2:20][C:21]2[CH:26]=[C:25]([F:27])[CH:24]=[C:23]([F:28])[CH:22]=2)=[N:4][C:5]([Br:36])=[CH:6][CH:7]=1, predict the reactants needed to synthesize it. The reactants are: [Br:1][C:2]1[C:3]([C@@H:19]([NH:29][S@:30]([C:32]([CH3:35])([CH3:34])[CH3:33])=[O:31])[CH2:20][C:21]2[CH:26]=[C:25]([F:27])[CH:24]=[C:23]([F:28])[CH:22]=2)=[N:4][CH:5]=[C:6](N2C(=O)C3C(=CC=CC=3)C2=O)[CH:7]=1.[Br:36]C1C(/C=N\[S@](C(C)(C)C)=O)=NC(Br)=CC=1. (2) Given the product [F:24][C:16]1[C:15]([NH:25][C:26]2[CH:31]=[CH:30][C:29]([I:32])=[CH:28][C:27]=2[F:33])=[C:14]([CH:19]=[C:18]([CH:20]=[N:21][OH:22])[C:17]=1[F:23])[C:13]([NH:12][O:11][CH2:10][CH2:9][OH:8])=[O:34], predict the reactants needed to synthesize it. The reactants are: [Si]([O:8][CH2:9][CH2:10][O:11][NH:12][C:13](=[O:34])[C:14]1[CH:19]=[C:18]([CH:20]=[N:21][OH:22])[C:17]([F:23])=[C:16]([F:24])[C:15]=1[NH:25][C:26]1[CH:31]=[CH:30][C:29]([I:32])=[CH:28][C:27]=1[F:33])(C(C)(C)C)(C)C.[F-].C([N+](CCCC)(CCCC)CCCC)CCC.O. (3) Given the product [F:16][C:17]([F:29])([F:30])[C:18]1[CH:19]=[C:20]([NH:21][C:4](=[O:6])[C:3]2[CH:7]=[C:8]([N:11]3[CH:15]=[CH:14][CH:13]=[CH:12]3)[CH:9]=[CH:10][C:2]=2[OH:1])[CH:22]=[C:23]([C:25]([F:26])([F:28])[F:27])[CH:24]=1, predict the reactants needed to synthesize it. The reactants are: [OH:1][C:2]1[CH:10]=[CH:9][C:8]([N:11]2[CH:15]=[CH:14][CH:13]=[CH:12]2)=[CH:7][C:3]=1[C:4]([OH:6])=O.[F:16][C:17]([F:30])([F:29])[C:18]1[CH:19]=[C:20]([CH:22]=[C:23]([C:25]([F:28])([F:27])[F:26])[CH:24]=1)[NH2:21]. (4) The reactants are: O[CH2:2][C@@H:3]([CH3:17])[CH2:4][N:5]1[C:10]2[CH:11]=[C:12]([CH3:15])[CH:13]=[CH:14][C:9]=2[O:8][CH2:7][C:6]1=[O:16].C1C=CC(P(C2C=CC=CC=2)C2C=CC=CC=2)=CC=1.N1C=CN=C1.[I:42]I. Given the product [I:42][CH2:2][C@@H:3]([CH3:17])[CH2:4][N:5]1[C:10]2[CH:11]=[C:12]([CH3:15])[CH:13]=[CH:14][C:9]=2[O:8][CH2:7][C:6]1=[O:16], predict the reactants needed to synthesize it. (5) Given the product [Cl:13][C:5]1[C:6]2[C:11](=[CH:10][CH:9]=[C:8]([F:12])[CH:7]=2)[C:2]2=[N:16][NH:17][C:28](=[O:29])[N:3]2[N:4]=1, predict the reactants needed to synthesize it. The reactants are: Cl[C:2]1[C:11]2[C:6](=[CH:7][C:8]([F:12])=[CH:9][CH:10]=2)[C:5]([Cl:13])=[N:4][N:3]=1.ClC1C2C(=CC(F)=CC=2)C2=NN[C:28](=[O:29])[N:17]2[N:16]=1.